Dataset: NCI-60 drug combinations with 297,098 pairs across 59 cell lines. Task: Regression. Given two drug SMILES strings and cell line genomic features, predict the synergy score measuring deviation from expected non-interaction effect. (1) Drug 1: C1CC(=O)NC(=O)C1N2CC3=C(C2=O)C=CC=C3N. Drug 2: C1=C(C(=O)NC(=O)N1)N(CCCl)CCCl. Cell line: NCI-H522. Synergy scores: CSS=25.9, Synergy_ZIP=-1.42, Synergy_Bliss=-2.14, Synergy_Loewe=-3.03, Synergy_HSA=-0.198. (2) Drug 1: CCC1=CC2CC(C3=C(CN(C2)C1)C4=CC=CC=C4N3)(C5=C(C=C6C(=C5)C78CCN9C7C(C=CC9)(C(C(C8N6C)(C(=O)OC)O)OC(=O)C)CC)OC)C(=O)OC.C(C(C(=O)O)O)(C(=O)O)O. Drug 2: CC(C)(C#N)C1=CC(=CC(=C1)CN2C=NC=N2)C(C)(C)C#N. Cell line: SK-OV-3. Synergy scores: CSS=44.4, Synergy_ZIP=-1.08, Synergy_Bliss=-1.49, Synergy_Loewe=-6.43, Synergy_HSA=-0.235. (3) Drug 1: CN1C2=C(C=C(C=C2)N(CCCl)CCCl)N=C1CCCC(=O)O.Cl. Drug 2: CC12CCC3C(C1CCC2O)C(CC4=C3C=CC(=C4)O)CCCCCCCCCS(=O)CCCC(C(F)(F)F)(F)F. Cell line: PC-3. Synergy scores: CSS=2.91, Synergy_ZIP=-0.812, Synergy_Bliss=-1.47, Synergy_Loewe=1.26, Synergy_HSA=-0.894.